This data is from Peptide-MHC class I binding affinity with 185,985 pairs from IEDB/IMGT. The task is: Regression. Given a peptide amino acid sequence and an MHC pseudo amino acid sequence, predict their binding affinity value. This is MHC class I binding data. (1) The peptide sequence is MYADDTAGW. The MHC is HLA-A23:01 with pseudo-sequence HLA-A23:01. The binding affinity (normalized) is 0.417. (2) The peptide sequence is PFKVINLPK. The MHC is HLA-A03:01 with pseudo-sequence HLA-A03:01. The binding affinity (normalized) is 0.154.